This data is from Retrosynthesis with 50K atom-mapped reactions and 10 reaction types from USPTO. The task is: Predict the reactants needed to synthesize the given product. Given the product CN(C)C(=O)c1ccc(CNC(=O)c2ccc(S(=O)(=O)n3cc(-c4ccccc4)c4ccccc43)cc2)cc1, predict the reactants needed to synthesize it. The reactants are: CNC.O=C(O)c1ccc(CNC(=O)c2ccc(S(=O)(=O)n3cc(-c4ccccc4)c4ccccc43)cc2)cc1.